Dataset: Forward reaction prediction with 1.9M reactions from USPTO patents (1976-2016). Task: Predict the product of the given reaction. (1) The product is: [C:1]([C:3]1[CH:4]=[C:5]([N:9]([CH2:15][C:16]2[C:17]([CH3:27])=[N:18][O:19][C:20]=2[C:21]2[CH:22]=[CH:23][CH:24]=[CH:25][CH:26]=2)[C:10](=[O:13])[CH2:11][CH3:12])[CH:6]=[CH:7][CH:8]=1)#[N:2]. Given the reactants [C:1]([C:3]1[CH:4]=[C:5]([NH:9][C:10](=[O:13])[CH2:11][CH3:12])[CH:6]=[CH:7][CH:8]=1)#[N:2].Br[CH2:15][C:16]1[C:17]([CH3:27])=[N:18][O:19][C:20]=1[C:21]1[CH:26]=[CH:25][CH:24]=[CH:23][CH:22]=1, predict the reaction product. (2) Given the reactants CS([O:5][CH2:6][CH2:7][CH2:8][CH2:9][CH2:10][CH2:11][CH2:12][CH2:13]/[CH:14]=[CH:15]\[CH2:16]/[CH:17]=[CH:18]\[CH2:19][CH2:20][CH2:21][CH2:22][CH3:23])(=O)=O.[CH2:24](O)[CH2:25][OH:26].[OH-].[Na+], predict the reaction product. The product is: [CH2:6]([O:5][CH2:24][CH2:25][OH:26])[CH2:7][CH2:8][CH2:9][CH2:10][CH2:11][CH2:12][CH2:13]/[CH:14]=[CH:15]\[CH2:16]/[CH:17]=[CH:18]\[CH2:19][CH2:20][CH2:21][CH2:22][CH3:23]. (3) Given the reactants O[CH2:2][C:3]1[NH:4][C:5]([NH:8][C:9](=[O:15])[O:10][C:11]([CH3:14])([CH3:13])[CH3:12])=[N:6][N:7]=1.[NH2:16][C:17]1[CH:22]=[C:21]([Cl:23])[CH:20]=[CH:19][C:18]=1[SH:24].C1C=CC(P(C2C=CC=CC=2)C2C=CC=CC=2)=CC=1.CC(OC(/N=N/C(OC(C)(C)C)=O)=O)(C)C, predict the reaction product. The product is: [NH2:16][C:17]1[CH:22]=[C:21]([Cl:23])[CH:20]=[CH:19][C:18]=1[S:24][CH2:2][C:3]1[NH:4][C:5]([NH:8][C:9](=[O:15])[O:10][C:11]([CH3:14])([CH3:13])[CH3:12])=[N:6][N:7]=1. (4) The product is: [CH3:43][O:42][C:40]1[CH:41]=[C:36]([NH:33][C:34]([N:14]2[CH2:15][CH2:16][CH2:17][CH:12]([C:6]3([CH2:18][C:19]4[CH:24]=[CH:23][CH:22]=[C:21]([Cl:25])[CH:20]=4)[C:5]4[C:9](=[CH:10][C:2]([Cl:1])=[CH:3][CH:4]=4)[NH:8][C:7]3=[O:11])[CH2:13]2)=[O:35])[CH:37]=[C:38]([O:46][CH3:47])[C:39]=1[O:44][CH3:45]. Given the reactants [Cl:1][C:2]1[CH:10]=[C:9]2[C:5]([C:6]([CH2:18][C:19]3[CH:24]=[CH:23][CH:22]=[C:21]([Cl:25])[CH:20]=3)([CH:12]3[CH2:17][CH2:16][CH2:15][NH:14][CH2:13]3)[C:7](=[O:11])[NH:8]2)=[CH:4][CH:3]=1.C(N(CC)CC)C.[N:33]([C:36]1[CH:37]=[C:38]([O:46][CH3:47])[C:39]([O:44][CH3:45])=[C:40]([O:42][CH3:43])[CH:41]=1)=[C:34]=[O:35], predict the reaction product.